Dataset: Full USPTO retrosynthesis dataset with 1.9M reactions from patents (1976-2016). Task: Predict the reactants needed to synthesize the given product. (1) Given the product [F:46][CH:44]([F:45])[C:43]1[CH:25]=[CH:26][C:27]([C:28]([NH:30][C:31]2[CH:36]=[CH:35][CH:34]=[C:33]([C:37]([F:38])([F:39])[F:40])[CH:32]=2)=[O:29])=[CH:41][C:42]=1[C:6]1[CH:5]=[C:4]([N:17]2[CH2:18][CH2:19][O:20][CH2:21][CH2:22]2)[C:3](=[O:23])[N:2]([CH3:1])[CH:7]=1, predict the reactants needed to synthesize it. The reactants are: [CH3:1][N:2]1[CH:7]=[C:6](B2OC(C)(C)C(C)(C)O2)[CH:5]=[C:4]([N:17]2[CH2:22][CH2:21][O:20][CH2:19][CH2:18]2)[C:3]1=[O:23].Br[C:25]1[CH:26]=[C:27]([CH:41]=[CH:42][C:43]=1[CH:44]([F:46])[F:45])[C:28]([NH:30][C:31]1[CH:36]=[CH:35][CH:34]=[C:33]([C:37]([F:40])([F:39])[F:38])[CH:32]=1)=[O:29]. (2) Given the product [NH2:53][C:50]1[CH:51]=[CH:52][C:47]([CH2:46][C:45]([N:44]([CH2:43][CH2:42][CH2:41][N:40]([C:38](=[O:39])[CH2:37][O:36][C@@H:28]2[C:25]3([CH2:24][CH2:23][N:22]([CH2:21][CH2:20][C@:11]4([C:13]5[CH:18]=[CH:17][C:16]([F:19])=[CH:15][CH:14]=5)[O:10][CH2:9][N:8]([C:6](=[O:7])[C:5]5[CH:4]=[C:3]([C:2]([F:1])([F:66])[F:67])[CH:61]=[C:60]([C:62]([F:64])([F:63])[F:65])[CH:59]=5)[CH2:12]4)[CH2:27][CH2:26]3)[C:35]3[C:30](=[CH:31][CH:32]=[CH:33][CH:34]=3)[CH2:29]2)[CH3:58])[CH3:57])=[O:56])=[CH:48][CH:49]=1, predict the reactants needed to synthesize it. The reactants are: [F:1][C:2]([F:67])([F:66])[C:3]1[CH:4]=[C:5]([CH:59]=[C:60]([C:62]([F:65])([F:64])[F:63])[CH:61]=1)[C:6]([N:8]1[CH2:12][C@@:11]([CH2:20][CH2:21][N:22]2[CH2:27][CH2:26][C:25]3([C:35]4[C:30](=[CH:31][CH:32]=[CH:33][CH:34]=4)[CH2:29][C@@H:28]3[O:36][CH2:37][C:38]([N:40]([CH3:58])[CH2:41][CH2:42][CH2:43][N:44]([CH3:57])[C:45](=[O:56])[CH2:46][C:47]3[CH:52]=[CH:51][C:50]([N+:53]([O-])=O)=[CH:49][CH:48]=3)=[O:39])[CH2:24][CH2:23]2)([C:13]2[CH:18]=[CH:17][C:16]([F:19])=[CH:15][CH:14]=2)[O:10][CH2:9]1)=[O:7]. (3) Given the product [NH2:55][C@@H:10]1[CH2:11][C@H:12]([N:14]([C:19]([C:21]2[N:22]=[N:23][N:24]([C:32]3[CH:37]=[CH:36][CH:35]=[CH:34][CH:33]=3)[C:25]=2[CH2:26][CH2:27][CH2:28][CH2:29][O:30][CH3:31])=[O:59])[CH2:15][CH:16]([CH3:18])[CH3:17])[CH2:13][N:8]([C:6]([O:5][C:1]([CH3:4])([CH3:3])[CH3:2])=[O:7])[CH2:9]1, predict the reactants needed to synthesize it. The reactants are: [C:1]([O:5][C:6]([N:8]1[CH2:13][C@@H:12]([N:14]([C:19]([C:21]2[N:22]=[N:23][N:24]([C:32]3[CH:37]=[CH:36][CH:35]=[CH:34][CH:33]=3)[C:25]=2[CH2:26][CH2:27][CH2:28][CH2:29][O:30][CH3:31])=O)[CH2:15][CH:16]([CH3:18])[CH3:17])[CH2:11][C@@H:10](C(O)=O)[CH2:9]1)=[O:7])([CH3:4])([CH3:3])[CH3:2].C1(P([N:55]=[N+]=[N-])(C2C=CC=CC=2)=O)C=CC=CC=1.[Na].[OH-:59]. (4) Given the product [OH:8][C:9]1[C:14]2[C:15]([O:18][CH2:19][CH2:20][CH:21]3[CH2:26][CH2:25][N:24]([CH2:27][C:28]4([C:34]([O:36][CH3:37])=[O:35])[CH2:33][CH2:32][O:31][CH2:30][CH2:29]4)[CH2:23][CH2:22]3)=[N:16][O:17][C:13]=2[CH:12]=[CH:11][CH:10]=1, predict the reactants needed to synthesize it. The reactants are: C([O:8][C:9]1[C:14]2[C:15]([O:18][CH2:19][CH2:20][CH:21]3[CH2:26][CH2:25][N:24]([CH2:27][C:28]4([C:34]([O:36][CH3:37])=[O:35])[CH2:33][CH2:32][O:31][CH2:30][CH2:29]4)[CH2:23][CH2:22]3)=[N:16][O:17][C:13]=2[CH:12]=[CH:11][CH:10]=1)C1C=CC=CC=1. (5) Given the product [Cl:1][CH2:2][CH2:3][C:5]1[CH:6]=[C:7]2[C:11](=[CH:12][CH:13]=1)[NH:10][C:9](=[O:14])[CH2:8]2, predict the reactants needed to synthesize it. The reactants are: [Cl:1][CH2:2][C:3]([C:5]1[CH:6]=[C:7]2[C:11](=[CH:12][CH:13]=1)[NH:10][C:9](=[O:14])[CH2:8]2)=O.ClCC(Cl)=O.C([SiH](CC)CC)C.O. (6) Given the product [CH:4]([N:3]([CH2:1][NH:16][C:14]([C:11]1[S:10][N:9]=[C:8]([Cl:7])[C:12]=1[Cl:13])=[O:15])[CH3:6])=[O:5], predict the reactants needed to synthesize it. The reactants are: [CH:1]([N:3]([CH3:6])[CH2:4][OH:5])=O.[Cl:7][C:8]1[C:12]([Cl:13])=[C:11]([C:14]([NH2:16])=[O:15])[S:10][N:9]=1.C(O)(=O)C.S(=O)(=O)(O)O. (7) Given the product [CH:21]1([S:24]([N:27]2[CH2:28][CH2:29][CH:30]([N:33]3[CH:37]=[C:36]([C:38]4[C:46]5[C:41](=[CH:42][C:43]([F:47])=[CH:44][CH:45]=5)[NH:40][CH:39]=4)[CH:35]=[N:34]3)[CH2:31][CH2:32]2)(=[O:26])=[O:25])[CH2:22][CH2:23]1, predict the reactants needed to synthesize it. The reactants are: FC1C=C2C(C(I)=CN2S(C2C=CC=CC=2)(=O)=O)=CC=1.[CH:21]1([S:24]([N:27]2[CH2:32][CH2:31][CH:30]([N:33]3[CH:37]=[C:36]([C:38]4[C:46]5[C:41](=[CH:42][C:43]([F:47])=[CH:44][CH:45]=5)[N:40](S(C5C=CC=CC=5)(=O)=O)[CH:39]=4)[CH:35]=[N:34]3)[CH2:29][CH2:28]2)(=[O:26])=[O:25])[CH2:23][CH2:22]1. (8) Given the product [C:1]([O:5][C:6]([N:8]1[CH2:12][CH2:11][CH2:10][C@@H:9]1[CH2:13][NH:18][CH:15]1[CH2:17][CH2:16]1)=[O:7])([CH3:4])([CH3:3])[CH3:2], predict the reactants needed to synthesize it. The reactants are: [C:1]([O:5][C:6]([N:8]1[CH2:12][CH2:11][CH2:10][C@@H:9]1[CH:13]=O)=[O:7])([CH3:4])([CH3:3])[CH3:2].[CH:15]1([NH2:18])[CH2:17][CH2:16]1.[BH4-].[Na+].O. (9) Given the product [Cl:1][C:2]1[CH:7]=[CH:6][C:5]([C@@H:8]([OH:10])[CH2:9][CH2:11][OH:12])=[CH:4][C:3]=1[F:13], predict the reactants needed to synthesize it. The reactants are: [Cl:1][C:2]1[CH:7]=[CH:6][C:5]([C@H:8]2[O:10][C@@H:9]2[CH2:11][OH:12])=[CH:4][C:3]=1[F:13].[H-].COCCO[Al+]OCCOC.[Na+].[H-]. (10) Given the product [Cl:1][C:2]1[N:3]=[C:4]2[C:10]([C:30]3[CH:35]=[CH:34][CH:33]=[CH:32][CH:31]=3)=[C:9]([C:12]3[CH:17]=[CH:16][C:15]([C:18]4([NH:22][C:23](=[O:29])[O:24][C:25]([CH3:28])([CH3:27])[CH3:26])[CH2:21][CH2:20][CH2:19]4)=[CH:14][CH:13]=3)[O:8][C:5]2=[N:6][CH:7]=1, predict the reactants needed to synthesize it. The reactants are: [Cl:1][C:2]1[N:3]=[C:4]2[C:10](I)=[C:9]([C:12]3[CH:17]=[CH:16][C:15]([C:18]4([NH:22][C:23](=[O:29])[O:24][C:25]([CH3:28])([CH3:27])[CH3:26])[CH2:21][CH2:20][CH2:19]4)=[CH:14][CH:13]=3)[O:8][C:5]2=[N:6][CH:7]=1.[C:30]1(B(O)O)[CH:35]=[CH:34][CH:33]=[CH:32][CH:31]=1.P([O-])([O-])([O-])=O.[K+].[K+].[K+].